Dataset: Peptide-MHC class II binding affinity with 134,281 pairs from IEDB. Task: Regression. Given a peptide amino acid sequence and an MHC pseudo amino acid sequence, predict their binding affinity value. This is MHC class II binding data. (1) The peptide sequence is VVSRLLIPVPFDPPA. The MHC is DRB1_0404 with pseudo-sequence DRB1_0404. The binding affinity (normalized) is 0.403. (2) The peptide sequence is GESDASLFFSRRFKY. The MHC is DRB1_0101 with pseudo-sequence DRB1_0101. The binding affinity (normalized) is 0.352. (3) The peptide sequence is SQDLELSWNYNGLQAY. The MHC is HLA-DQA10301-DQB10302 with pseudo-sequence HLA-DQA10301-DQB10302. The binding affinity (normalized) is 0.583. (4) The peptide sequence is RRHGVRIRVRSGGHD. The MHC is DRB1_0101 with pseudo-sequence DRB1_0101. The binding affinity (normalized) is 0.530. (5) The binding affinity (normalized) is 0.550. The peptide sequence is GELQIVDKIDAAFHI. The MHC is DRB1_0802 with pseudo-sequence DRB1_0802. (6) The peptide sequence is GNQEGSLKTALTGAM. The MHC is DRB1_0301 with pseudo-sequence DRB1_0301. The binding affinity (normalized) is 0.322. (7) The peptide sequence is TGGNSPVQEFTVPRT. The MHC is DRB4_0101 with pseudo-sequence DRB4_0103. The binding affinity (normalized) is 0. (8) The peptide sequence is LEVLNFDFQANAQLS. The MHC is HLA-DQA10401-DQB10402 with pseudo-sequence HLA-DQA10401-DQB10402. The binding affinity (normalized) is 0.361. (9) The peptide sequence is VRFQEAANKQKQELD. The MHC is HLA-DPA10201-DPB10501 with pseudo-sequence HLA-DPA10201-DPB10501. The binding affinity (normalized) is 0.163.